From a dataset of Peptide-MHC class I binding affinity with 185,985 pairs from IEDB/IMGT. Regression. Given a peptide amino acid sequence and an MHC pseudo amino acid sequence, predict their binding affinity value. This is MHC class I binding data. (1) The peptide sequence is YALTVTQII. The MHC is H-2-Kb with pseudo-sequence H-2-Kb. The binding affinity (normalized) is 0.163. (2) The peptide sequence is ETIGLVRAL. The MHC is HLA-A25:01 with pseudo-sequence HLA-A25:01. The binding affinity (normalized) is 0.750. (3) The peptide sequence is SYWVRANFK. The MHC is HLA-B15:17 with pseudo-sequence HLA-B15:17. The binding affinity (normalized) is 0.0847. (4) The peptide sequence is NSKPCSDYCL. The MHC is Patr-B0101 with pseudo-sequence Patr-B0101. The binding affinity (normalized) is 0. (5) The peptide sequence is HSDAVEDFL. The MHC is HLA-B46:01 with pseudo-sequence HLA-B46:01. The binding affinity (normalized) is 0.0847. (6) The peptide sequence is TMYLTMKAI. The MHC is HLA-A02:06 with pseudo-sequence HLA-A02:06. The binding affinity (normalized) is 0.389. (7) The MHC is HLA-B57:01 with pseudo-sequence HLA-B57:01. The peptide sequence is QINELHHSK. The binding affinity (normalized) is 0.0847.